This data is from Reaction yield outcomes from USPTO patents with 853,638 reactions. The task is: Predict the reaction yield, written as a fraction of the theoretical maximum amount of product (1.0 means a 100% yield; for example, 0.34 means a 34% yield). The reactants are [Cl:1][C:2]1[CH:7]=[CH:6][C:5]([C:8]2[NH:12][C:11]3[CH:13]=[C:14]([F:18])[C:15]([F:17])=[CH:16][C:10]=3[N:9]=2)=[CH:4][CH:3]=1.CN(C)C=O.[CH2:24]([O:26][C:27](=[O:36])[CH:28](Br)[CH:29]1[CH2:34][CH2:33][CH2:32][CH2:31][CH2:30]1)[CH3:25].C(=O)([O-])[O-].[Cs+].[Cs+]. The catalyst is C(OCC)(=O)C. The product is [CH2:24]([O:26][C:27](=[O:36])[CH:28]([N:12]1[C:11]2[CH:13]=[C:14]([F:18])[C:15]([F:17])=[CH:16][C:10]=2[N:9]=[C:8]1[C:5]1[CH:4]=[CH:3][C:2]([Cl:1])=[CH:7][CH:6]=1)[CH:29]1[CH2:34][CH2:33][CH2:32][CH2:31][CH2:30]1)[CH3:25]. The yield is 0.750.